Dataset: Forward reaction prediction with 1.9M reactions from USPTO patents (1976-2016). Task: Predict the product of the given reaction. (1) Given the reactants Cl[C:2]1[N:3]=[C:4]([N:12]2[CH2:17][CH2:16][O:15][CH2:14][CH2:13]2)[C:5]2[S:10][C:9](I)=[CH:8][C:6]=2[N:7]=1.[NH2:18][C:19]1[CH:20]=[C:21](B(O)O)[CH:22]=[C:23]([C:25]([O:27][CH3:28])=[O:26])[CH:24]=1.CC1(C)C(C)(C)OB([C:40]2[CH:48]=[CH:47][CH:46]=[C:45]3[C:41]=2[CH:42]=[N:43][NH:44]3)O1, predict the reaction product. The product is: [NH:44]1[C:45]2[C:41](=[C:40]([C:2]3[N:3]=[C:4]([N:12]4[CH2:17][CH2:16][O:15][CH2:14][CH2:13]4)[C:5]4[S:10][C:9]([C:21]5[CH:22]=[C:23]([CH:24]=[C:19]([NH2:18])[CH:20]=5)[C:25]([O:27][CH3:28])=[O:26])=[CH:8][C:6]=4[N:7]=3)[CH:48]=[CH:47][CH:46]=2)[CH:42]=[N:43]1. (2) Given the reactants [Br:1][C:2]1[CH:7]=[CH:6][C:5]([CH:8]([CH3:12])[CH2:9][CH2:10][OH:11])=[CH:4][CH:3]=1.[O:13]1[CH:18]=[CH:17][CH2:16][CH2:15][CH2:14]1.C1(C)C=CC(S(O)(=O)=O)=CC=1, predict the reaction product. The product is: [Br:1][C:2]1[CH:3]=[CH:4][C:5]([CH:8]([CH3:12])[CH2:9][CH2:10][O:11][CH:14]2[CH2:15][CH2:16][CH2:17][CH2:18][O:13]2)=[CH:6][CH:7]=1. (3) The product is: [F:27][C:28]1[C:33]([F:34])=[CH:32][C:31]([CH:35]2[C:43]3[C:38](=[CH:39][CH:40]=[CH:41][CH:42]=3)[N:37]([CH2:44][CH2:45][CH2:46][CH2:47][CH3:48])[C:36]2=[O:49])=[C:30]([OH:51])[CH:29]=1. Given the reactants C1(CCN2C3C(=CC=CC=3)C(O)(C3C(O)=CC4OCOC=4C=3)C2=O)CC1.[F:27][C:28]1[C:33]([F:34])=[CH:32][C:31]([C:35]2(O)[C:43]3[C:38](=[CH:39][CH:40]=[CH:41][CH:42]=3)[N:37]([CH2:44][CH2:45][CH2:46][CH2:47][CH3:48])[C:36]2=[O:49])=[C:30]([OH:51])[CH:29]=1, predict the reaction product.